From a dataset of Forward reaction prediction with 1.9M reactions from USPTO patents (1976-2016). Predict the product of the given reaction. (1) Given the reactants Cl.[Br:2][C:3]1[CH:8]=[C:7]([NH:9][CH3:10])[C:6]([NH2:11])=[CH:5][CH:4]=1.[C:12]([OH:16])(=O)[CH2:13]O.[OH-].[NH4+], predict the reaction product. The product is: [Br:2][C:3]1[CH:4]=[CH:5][C:6]2[N:11]=[C:13]([CH2:12][OH:16])[N:9]([CH3:10])[C:7]=2[CH:8]=1. (2) The product is: [Cl:1][C:2]1[CH:7]=[CH:6][C:5]2=[N:8][C:9]([C:11]3[CH:12]=[CH:13][C:14]([CH3:18])=[C:15]([NH:16][C:24](=[O:25])[C:23]([CH3:28])([CH3:27])[CH3:22])[CH:17]=3)=[CH:10][N:4]2[N:3]=1. Given the reactants [Cl:1][C:2]1[CH:7]=[CH:6][C:5]2=[N:8][C:9]([C:11]3[CH:12]=[CH:13][C:14]([CH3:18])=[C:15]([CH:17]=3)[NH2:16])=[CH:10][N:4]2[N:3]=1.C(#N)C.[CH3:22][C:23]([CH3:28])([CH3:27])[C:24](Cl)=[O:25], predict the reaction product. (3) Given the reactants Cl[C:2]1[CH:7]=[CH:6][N:5]=[CH:4][C:3]=1[N+:8]([O-:10])=[O:9].[NH:11]1[CH2:16][CH2:15][CH2:14][CH2:13][CH2:12]1.CCN(CC)CC, predict the reaction product. The product is: [N+:8]([C:3]1[CH:4]=[N:5][CH:6]=[CH:7][C:2]=1[N:11]1[CH2:16][CH2:15][CH2:14][CH2:13][CH2:12]1)([O-:10])=[O:9]. (4) Given the reactants [N+:1]([C:4]1[C:13]2[C:8](=[CH:9][CH:10]=[CH:11][CH:12]=2)[C:7]([OH:14])=[CH:6][CH:5]=1)([O-:3])=[O:2].Cl.Cl[CH2:17][CH2:18][N:19]1[CH2:24][CH2:23][O:22][CH2:21][CH2:20]1.[OH-].[Na+].C([O-])([O-])=O.[K+].[K+], predict the reaction product. The product is: [N+:1]([C:4]1[C:13]2[C:8](=[CH:9][CH:10]=[CH:11][CH:12]=2)[C:7]([O:14][CH2:17][CH2:18][N:19]2[CH2:24][CH2:23][O:22][CH2:21][CH2:20]2)=[CH:6][CH:5]=1)([O-:3])=[O:2]. (5) Given the reactants [N:1]1[CH:6]=[CH:5][CH:4]=[CH:3][C:2]=1[CH2:7][N:8]1[C:16]2[C:11](=[CH:12][C:13]([NH:17][C:18]3[C:27]4[C:22](=[CH:23][CH:24]=[CH:25][C:26]=4[O:28][C@@H:29]([CH3:34])[C:30]([O:32]C)=O)[N:21]=[CH:20][N:19]=3)=[CH:14][CH:15]=2)[CH:10]=[N:9]1.[NH:35]1[CH2:39][CH2:38][CH2:37][CH2:36]1, predict the reaction product. The product is: [CH3:34][C@H:29]([O:28][C:26]1[CH:25]=[CH:24][CH:23]=[C:22]2[C:27]=1[C:18]([NH:17][C:13]1[CH:12]=[C:11]3[C:16](=[CH:15][CH:14]=1)[N:8]([CH2:7][C:2]1[CH:3]=[CH:4][CH:5]=[CH:6][N:1]=1)[N:9]=[CH:10]3)=[N:19][CH:20]=[N:21]2)[C:30](=[O:32])[N:35]1[CH2:39][CH2:38][CH2:37][CH2:36]1. (6) Given the reactants [C:1]([C:3]1[N:4]=[CH:5][C:6]([NH:9][C:10]2[CH:15]=[C:14]([NH:16][CH2:17][CH:18]3[CH2:23][CH2:22][CH2:21][N:20]([C:24]([O:26][C:27]([CH3:30])([CH3:29])[CH3:28])=[O:25])[CH2:19]3)[C:13]([N+:31]([O-])=O)=[CH:12][N:11]=2)=[N:7][CH:8]=1)#[N:2].O.[Sn](Cl)Cl, predict the reaction product. The product is: [NH2:31][C:13]1[C:14]([NH:16][CH2:17][CH:18]2[CH2:23][CH2:22][CH2:21][N:20]([C:24]([O:26][C:27]([CH3:30])([CH3:29])[CH3:28])=[O:25])[CH2:19]2)=[CH:15][C:10]([NH:9][C:6]2[CH:5]=[N:4][C:3]([C:1]#[N:2])=[CH:8][N:7]=2)=[N:11][CH:12]=1. (7) Given the reactants [N:1]1([NH2:11])[C:10]2[C:5](=[CH:6][CH:7]=[CH:8][CH:9]=2)[CH2:4][CH2:3][CH2:2]1.O=[C:13]1[CH2:19][CH2:18][CH2:17][N:16]([C:20]([O:22][CH2:23][C:24]2[CH:29]=[CH:28][CH:27]=[CH:26][CH:25]=2)=[O:21])[CH2:15][CH2:14]1.C(O)(=O)C, predict the reaction product. The product is: [N:1]1([N:11]=[C:13]2[CH2:19][CH2:18][CH2:17][N:16]([C:20]([O:22][CH2:23][C:24]3[CH:25]=[CH:26][CH:27]=[CH:28][CH:29]=3)=[O:21])[CH2:15][CH2:14]2)[C:10]2[C:5](=[CH:6][CH:7]=[CH:8][CH:9]=2)[CH2:4][CH2:3][CH2:2]1. (8) Given the reactants C([O:5][C:6](=[O:25])[CH2:7][C:8]1[C:9]([CH2:23][CH3:24])=[N:10][N:11]([CH2:15][C:16]2[CH:21]=[CH:20][C:19]([NH2:22])=[CH:18][CH:17]=2)[C:12]=1[CH2:13][CH3:14])(C)(C)C.[C:26](=[O:29])([O-:28])N, predict the reaction product. The product is: [CH2:15]([O:28][C:26]([NH:22][C:19]1[CH:18]=[CH:17][C:16]([CH2:15][N:11]2[C:12]([CH2:13][CH3:14])=[C:8]([CH2:7][C:6]([OH:5])=[O:25])[C:9]([CH2:23][CH3:24])=[N:10]2)=[CH:21][CH:20]=1)=[O:29])[C:16]1[CH:21]=[CH:20][CH:19]=[CH:18][CH:17]=1. (9) Given the reactants C(N(CC)CC)C.[Cl:8][C:9]1[N:14]=[C:13](Cl)[C:12]([C:16]([F:19])([F:18])[F:17])=[CH:11][N:10]=1.Cl.[NH2:21][C@H:22]([CH3:26])[C@H:23]([OH:25])[CH3:24].[Na+].[Cl-], predict the reaction product. The product is: [Cl:8][C:9]1[N:14]=[C:13]([NH:21][C@H:22]([CH3:26])[C@H:23]([OH:25])[CH3:24])[C:12]([C:16]([F:19])([F:18])[F:17])=[CH:11][N:10]=1.